Dataset: Forward reaction prediction with 1.9M reactions from USPTO patents (1976-2016). Task: Predict the product of the given reaction. (1) Given the reactants CN(C)C[CH2:4][CH:5]([N:12]1[CH:16]=[C:15]([NH2:17])[CH:14]=[N:13]1)[C:6]1C=[CH:10][CH:9]=[CH:8][CH:7]=1.[N:19]1C=CC=CC=1C(O)C, predict the reaction product. The product is: [N:19]1[CH:10]=[CH:9][CH:8]=[CH:7][C:6]=1[CH:5]([N:12]1[CH:16]=[C:15]([NH2:17])[CH:14]=[N:13]1)[CH3:4]. (2) Given the reactants [Br:1][C:2]1[CH:19]=[CH:18][C:5]([CH2:6][O:7][CH2:8][C@@H:9]2[CH2:11][C@@H:10]2[CH:12]2[CH2:17][CH2:16][NH:15][CH2:14][CH2:13]2)=[C:4]([F:20])[CH:3]=1.Cl[C:22]1[N:27]=[CH:26][C:25]([CH2:28][CH3:29])=[CH:24][N:23]=1, predict the reaction product. The product is: [CH2:28]([C:25]1[CH:24]=[N:23][C:22]([N:15]2[CH2:14][CH2:13][CH:12]([C@H:10]3[CH2:11][C@H:9]3[CH2:8][O:7][CH2:6][C:5]3[CH:18]=[CH:19][C:2]([Br:1])=[CH:3][C:4]=3[F:20])[CH2:17][CH2:16]2)=[N:27][CH:26]=1)[CH3:29]. (3) The product is: [CH3:1][O:2][C:3]([C:5]1[O:6][C:7]([CH3:27])=[C:8]([CH2:10][O:11][C:12]2[CH:13]=[CH:14][C:15]([C:29]3[CH:34]=[CH:33][C:32]([O:35][CH3:36])=[CH:31][C:30]=3[CH3:37])=[CH:16][CH:17]=2)[CH:9]=1)=[O:4]. Given the reactants [CH3:1][O:2][C:3]([C:5]1[O:6][C:7]([CH3:27])=[C:8]([CH2:10][O:11][C:12]2[CH:17]=[CH:16][C:15](B3OC(C)(C)C(C)(C)O3)=[CH:14][CH:13]=2)[CH:9]=1)=[O:4].Br[C:29]1[CH:34]=[CH:33][C:32]([O:35][CH3:36])=[CH:31][C:30]=1[CH3:37], predict the reaction product. (4) Given the reactants [Br:1][C:2]1[C:3]([N:16]=[CH:17][N:18]([CH3:20])[CH3:19])=[N:4][CH:5]=[C:6]([N+:13]([O-])=O)[C:7]=1/[CH:8]=[CH:9]/N(C)C, predict the reaction product. The product is: [Br:1][C:2]1[C:3]([N:16]=[CH:17][N:18]([CH3:20])[CH3:19])=[N:4][CH:5]=[C:6]2[NH:13][CH:9]=[CH:8][C:7]=12. (5) Given the reactants [CH3:1][C:2]1[N:7]=[C:6]([NH:8][S:9]([C:12]2[CH:17]=[CH:16][C:15]([C:18]3[CH:23]=[CH:22][C:21]([C:24]#[N:25])=[CH:20][CH:19]=3)=[CH:14][C:13]=2[O:26]C)(=[O:11])=[O:10])[CH:5]=[CH:4][CH:3]=1.B(Br)(Br)Br, predict the reaction product. The product is: [CH3:1][C:2]1[N:7]=[C:6]([NH:8][S:9]([C:12]2[CH:17]=[CH:16][C:15]([C:18]3[CH:23]=[CH:22][C:21]([C:24]#[N:25])=[CH:20][CH:19]=3)=[CH:14][C:13]=2[OH:26])(=[O:11])=[O:10])[CH:5]=[CH:4][CH:3]=1. (6) Given the reactants [CH3:1][C:2]1[C:3]([S:19](=[O:22])(=[O:21])[NH2:20])=[N:4][CH:5]=[C:6]([C:10]=1[NH:11][C:12]1[CH:17]=[CH:16][CH:15]=[CH:14][C:13]=1[CH3:18])[C:7](O)=[O:8].Cl.[F:24][C:25]1[CH:30]=[CH:29][C:28]([C:31]2([O:37][CH3:38])[CH2:36][CH2:35][NH:34][CH2:33][CH2:32]2)=[CH:27][CH:26]=1, predict the reaction product. The product is: [F:24][C:25]1[CH:30]=[CH:29][C:28]([C:31]2([O:37][CH3:38])[CH2:32][CH2:33][N:34]([C:7]([C:6]3[C:10]([NH:11][C:12]4[CH:17]=[CH:16][CH:15]=[CH:14][C:13]=4[CH3:18])=[C:2]([CH3:1])[C:3]([S:19]([NH2:20])(=[O:21])=[O:22])=[N:4][CH:5]=3)=[O:8])[CH2:35][CH2:36]2)=[CH:27][CH:26]=1.